From a dataset of Full USPTO retrosynthesis dataset with 1.9M reactions from patents (1976-2016). Predict the reactants needed to synthesize the given product. (1) Given the product [CH3:27][O:24][C:23](=[O:25])[CH2:22][CH2:21][C:17]1[CH:16]=[C:15]([CH:20]=[CH:19][CH:18]=1)[O:14][C:12]1[CH:11]=[CH:10][N:9]=[C:8]([C:6]([O:5][C:1]([CH3:4])([CH3:2])[CH3:3])=[O:7])[CH:13]=1, predict the reactants needed to synthesize it. The reactants are: [C:1]([O:5][C:6]([C:8]1[CH:13]=[C:12]([O:14][C:15]2[CH:16]=[C:17]([CH2:21][CH2:22][C:23]([OH:25])=[O:24])[CH:18]=[CH:19][CH:20]=2)[CH:11]=[CH:10][N:9]=1)=[O:7])([CH3:4])([CH3:3])[CH3:2].Cl[C:27]1C=CN=C(C(OC(C)(C)C)=O)C=1.C[Si](C=[N+]=[N-])(C)C.CCCCCC. (2) Given the product [OH:29][C:26]1[CH:27]=[CH:28][C:23](/[C:11](/[C:8]2[CH:9]=[CH:10][C:5]([O:4][CH2:3][CH2:2][NH:31][CH3:30])=[CH:6][CH:7]=2)=[C:12](/[C:15]2[CH:20]=[CH:19][N:18]([CH3:21])[C:17](=[O:22])[CH:16]=2)\[CH2:13][CH3:14])=[CH:24][CH:25]=1, predict the reactants needed to synthesize it. The reactants are: Cl[CH2:2][CH2:3][O:4][C:5]1[CH:10]=[CH:9][C:8]([C:11]([C:23]2[CH:28]=[CH:27][C:26]([OH:29])=[CH:25][CH:24]=2)=[C:12]([C:15]2[CH:20]=[CH:19][N:18]([CH3:21])[C:17](=[O:22])[CH:16]=2)[CH2:13][CH3:14])=[CH:7][CH:6]=1.[CH3:30][NH2:31]. (3) Given the product [NH2:1][C:2]1[N:7]2[CH:8]=[C:9]([CH2:11][CH3:12])[N:10]=[C:6]2[C:5]([C:13]([NH:29][CH:30]2[CH2:35][CH2:34][N:33]([CH2:36][CH2:37][CH2:38][O:39][CH3:40])[CH2:32][CH2:31]2)=[O:15])=[CH:4][C:3]=1[Cl:16], predict the reactants needed to synthesize it. The reactants are: [NH2:1][C:2]1[N:7]2[CH:8]=[C:9]([CH2:11][CH3:12])[N:10]=[C:6]2[C:5]([C:13]([OH:15])=O)=[CH:4][C:3]=1[Cl:16].NC1N2C=CN=C2C(C([NH:29][CH:30]2[CH2:35][CH2:34][N:33]([CH2:36][CH2:37][CH2:38][O:39][CH3:40])[CH2:32][CH2:31]2)=O)=CC=1Cl. (4) Given the product [CH3:1][O:2][C:3]1[CH:4]=[C:5]2[C:10](=[CH:11][CH:12]=1)[CH2:9][CH:8]([CH2:13][C:14]([N:17]1[CH2:22][CH2:21][CH2:20][CH2:19][CH2:18]1)=[O:16])[CH2:7][CH2:6]2, predict the reactants needed to synthesize it. The reactants are: [CH3:1][O:2][C:3]1[CH:4]=[C:5]2[C:10](=[CH:11][CH:12]=1)[CH2:9][CH:8]([CH2:13][C:14]([OH:16])=O)[CH2:7][CH2:6]2.[NH:17]1[CH2:22][CH2:21][CH2:20][CH2:19][CH2:18]1.CCN=C=NCCCN(C)C.C1C=CC2N(O)N=NC=2C=1. (5) Given the product [Cl:1][C:2]1[C:3]([O:12][C:13]2[CH:18]=[C:17]([O:19][CH2:20][O:21][CH3:22])[CH:16]=[CH:15][C:14]=2[CH2:23][CH2:24][CH2:25][OH:26])=[N:4][CH:5]=[C:6]([C:8]([F:10])([F:9])[F:11])[CH:7]=1, predict the reactants needed to synthesize it. The reactants are: [Cl:1][C:2]1[C:3]([O:12][C:13]2[CH:18]=[C:17]([O:19][CH2:20][O:21][CH3:22])[CH:16]=[CH:15][C:14]=2[CH2:23][CH2:24][C:25](OCC)=[O:26])=[N:4][CH:5]=[C:6]([C:8]([F:11])([F:10])[F:9])[CH:7]=1.[H-].[Al+3].[Li+].[H-].[H-].[H-].O.O.O.O.O.O.O.O.O.O.S([O-])([O-])(=O)=O.[Na+].[Na+]. (6) Given the product [F:1][C:2]1[CH:7]=[CH:6][C:5]([C:8]2[N:9]=[C:10]3[C:15](=[N:16][CH:17]=2)[N:14]=[C:13]([S:18]([CH3:20])=[O:19])[NH:12][C:11]3=[O:46])=[CH:4][CH:3]=1, predict the reactants needed to synthesize it. The reactants are: [F:1][C:2]1[CH:7]=[CH:6][C:5]([C:8]2[N:9]=[C:10]3[C:15](=[N:16][CH:17]=2)[N:14]=[C:13]([S:18]([CH3:20])=[O:19])[N:12]=[C:11]3NCC(F)(F)F)=[CH:4][CH:3]=1.FC1C=CC(C2N=C3C(=NC=2)N=C(SC)NC3=[O:46])=CC=1.